This data is from Peptide-MHC class I binding affinity with 185,985 pairs from IEDB/IMGT. The task is: Regression. Given a peptide amino acid sequence and an MHC pseudo amino acid sequence, predict their binding affinity value. This is MHC class I binding data. The peptide sequence is SYWVRANFK. The MHC is HLA-A23:01 with pseudo-sequence HLA-A23:01. The binding affinity (normalized) is 0.0847.